From a dataset of NCI-60 drug combinations with 297,098 pairs across 59 cell lines. Regression. Given two drug SMILES strings and cell line genomic features, predict the synergy score measuring deviation from expected non-interaction effect. Drug 1: C1=CC(=CC=C1CCCC(=O)O)N(CCCl)CCCl. Drug 2: CC1=C(C=C(C=C1)NC(=O)C2=CC=C(C=C2)CN3CCN(CC3)C)NC4=NC=CC(=N4)C5=CN=CC=C5. Cell line: BT-549. Synergy scores: CSS=12.3, Synergy_ZIP=-2.70, Synergy_Bliss=0.640, Synergy_Loewe=-5.70, Synergy_HSA=-3.13.